From a dataset of Full USPTO retrosynthesis dataset with 1.9M reactions from patents (1976-2016). Predict the reactants needed to synthesize the given product. (1) Given the product [Cl:25][C:22]1[CH:23]=[CH:24][C:19]([C:16]2[S:17][CH:18]=[C:14]([CH2:13][O:12][C:9]3[CH:10]=[CH:11][C:6]([CH2:5][C@H:4]([O:27][CH2:28][CH3:29])[C:3]([OH:30])=[O:2])=[C:7]([F:26])[CH:8]=3)[N:15]=2)=[CH:20][CH:21]=1, predict the reactants needed to synthesize it. The reactants are: C[O:2][C:3](=[O:30])[C@@H:4]([O:27][CH2:28][CH3:29])[CH2:5][C:6]1[CH:11]=[CH:10][C:9]([O:12][CH2:13][C:14]2[N:15]=[C:16]([C:19]3[CH:24]=[CH:23][C:22]([Cl:25])=[CH:21][CH:20]=3)[S:17][CH:18]=2)=[CH:8][C:7]=1[F:26].[Li+].[OH-]. (2) The reactants are: [CH2:1]([O:3][C:4](=[O:23])[C@H:5]([OH:22])[CH2:6][CH:7]([NH2:21])[CH2:8][C:9]1[CH:14]=[CH:13][C:12]([C:15]2[CH:20]=[CH:19][CH:18]=[CH:17][CH:16]=2)=[CH:11][CH:10]=1)[CH3:2].[NH:24]1[C:28]([C:29]([OH:31])=O)=[CH:27][C:26]([C:32]([OH:34])=O)=[N:25]1.[CH3:35][O:36][CH2:37][CH2:38][NH:39][CH3:40].CN(C(ON1N=NC2C=CC=NC1=2)=[N+](C)C)C.F[P-](F)(F)(F)(F)F.CCN(C(C)C)C(C)C. Given the product [CH2:1]([O:3][C:4](=[O:23])[C@H:5]([OH:22])[CH2:6][CH:7]([NH:21][C:29]([C:28]1[NH:24][N:25]=[C:26]([C:32](=[O:34])[N:39]([CH2:38][CH2:37][O:36][CH3:35])[CH3:40])[CH:27]=1)=[O:31])[CH2:8][C:9]1[CH:10]=[CH:11][C:12]([C:15]2[CH:16]=[CH:17][CH:18]=[CH:19][CH:20]=2)=[CH:13][CH:14]=1)[CH3:2], predict the reactants needed to synthesize it.